From a dataset of Forward reaction prediction with 1.9M reactions from USPTO patents (1976-2016). Predict the product of the given reaction. (1) Given the reactants Br[C:2]1[CH:7]=[CH:6][C:5]([S:8]([NH:11][C:12]2[CH:17]=[CH:16][N:15]=[CH:14][N:13]=2)(=[O:10])=[O:9])=[CH:4][CH:3]=1.[CH3:18][C@H:19]1[CH2:24][NH:23][CH2:22][CH2:21][NH:20]1.C(P(C(C)(C)C)C1C=CC=CC=1C1C=CC=CC=1)(C)(C)C.O(C(C)(C)C)[Na], predict the reaction product. The product is: [CH3:18][C@@H:19]1[NH:20][CH2:21][CH2:22][N:23]([C:2]2[CH:7]=[CH:6][C:5]([S:8]([NH:11][C:12]3[CH:17]=[CH:16][N:15]=[CH:14][N:13]=3)(=[O:10])=[O:9])=[CH:4][CH:3]=2)[CH2:24]1. (2) Given the reactants P(Cl)(Cl)(Cl)=O.P(Cl)(Cl)(Cl)(Cl)[Cl:7].[CH2:12]([N:19]1[C:23]2[C:24]([Cl:28])=[N:25][CH:26]=[CH:27][C:22]=2[NH:21][C:20]1=O)[C:13]1[CH:18]=[CH:17][CH:16]=[CH:15][CH:14]=1, predict the reaction product. The product is: [CH2:12]([N:19]1[C:23]2[C:24]([Cl:28])=[N:25][CH:26]=[CH:27][C:22]=2[NH:21][CH:20]1[Cl:7])[C:13]1[CH:18]=[CH:17][CH:16]=[CH:15][CH:14]=1. (3) Given the reactants [F:1][C:2]1[C:7]([C:8]2[N:12](S(C3C=NC=CC=3)(=O)=O)[CH:11]=[C:10]([CH2:22][N:23]([CH3:31])[C:24](=[O:30])[O:25][C:26]([CH3:29])([CH3:28])[CH3:27])[CH:9]=2)=[CH:6][CH:5]=[CH:4][N:3]=1.[OH-].[Na+], predict the reaction product. The product is: [F:1][C:2]1[C:7]([C:8]2[NH:12][CH:11]=[C:10]([CH2:22][N:23]([CH3:31])[C:24](=[O:30])[O:25][C:26]([CH3:27])([CH3:28])[CH3:29])[CH:9]=2)=[CH:6][CH:5]=[CH:4][N:3]=1. (4) Given the reactants [CH3:1][O:2][C:3]1[CH:4]=[C:5]([CH:21]=[CH:22][CH:23]=1)[CH2:6][NH:7][S:8]([C:11]1[CH:16]=[CH:15][C:14]([CH2:17][C:18]([OH:20])=O)=[CH:13][CH:12]=1)(=[O:10])=[O:9].[CH3:24][O:25][C:26]1[CH:35]=[CH:34][C:33]([N:36]2[CH2:41][CH2:40][N:39]([CH3:42])[CH2:38][CH2:37]2)=[C:32]2[C:27]=1[CH2:28][CH2:29][NH:30][CH2:31]2.CN(C(ON1N=NC2C=CC=NC1=2)=[N+](C)C)C.F[P-](F)(F)(F)(F)F, predict the reaction product. The product is: [CH3:1][O:2][C:3]1[CH:4]=[C:5]([CH:21]=[CH:22][CH:23]=1)[CH2:6][NH:7][S:8]([C:11]1[CH:16]=[CH:15][C:14]([CH2:17][C:18]([N:30]2[CH2:29][CH2:28][C:27]3[C:32](=[C:33]([N:36]4[CH2:41][CH2:40][N:39]([CH3:42])[CH2:38][CH2:37]4)[CH:34]=[CH:35][C:26]=3[O:25][CH3:24])[CH2:31]2)=[O:20])=[CH:13][CH:12]=1)(=[O:10])=[O:9]. (5) Given the reactants Br[C:2]1[C:7]([C:8]2[CH:13]=[CH:12][CH:11]=[CH:10][CH:9]=2)=[C:6]([C:14](=[O:16])[CH3:15])[CH:5]=[C:4]([Cl:17])[C:3]=1[CH3:18].[F:19][C:20]1[CH:25]=[C:24](B(O)O)[CH:23]=[C:22]([F:29])[N:21]=1.O.N#N, predict the reaction product. The product is: [Cl:17][C:4]1[C:3]([CH3:18])=[C:2]([C:24]2[CH:23]=[C:22]([F:29])[N:21]=[C:20]([F:19])[CH:25]=2)[C:7]([C:8]2[CH:13]=[CH:12][CH:11]=[CH:10][CH:9]=2)=[C:6]([C:14](=[O:16])[CH3:15])[CH:5]=1. (6) Given the reactants [NH2:1][C:2]1[O:6][N:5]=[C:4]([CH3:7])[C:3]=1[Br:8].[CH3:9][O:10][C:11]1[CH:12]=[C:13]([C:17]2[S:21][C:20]([S:22](Cl)(=[O:24])=[O:23])=[CH:19][CH:18]=2)[CH:14]=[CH:15][CH:16]=1, predict the reaction product. The product is: [Br:8][C:3]1[C:4]([CH3:7])=[N:5][O:6][C:2]=1[NH:1][S:22]([C:20]1[S:21][C:17]([C:13]2[CH:14]=[CH:15][CH:16]=[C:11]([O:10][CH3:9])[CH:12]=2)=[CH:18][CH:19]=1)(=[O:23])=[O:24]. (7) Given the reactants [C@H:1]12[CH2:7][C@H:4]([NH:5][CH2:6]1)[CH2:3][N:2]2[C:8]([O:10][C:11]([CH3:14])([CH3:13])[CH3:12])=[O:9].[NH:15]1[C:19]2[CH:20]=[CH:21][CH:22]=[CH:23][C:18]=2[N:17]=[C:16]1[C:24](O)=[O:25].C(Cl)CCl.C1C=CC2N(O)N=NC=2C=1.CN1CCOCC1, predict the reaction product. The product is: [NH:15]1[C:19]2[CH:20]=[CH:21][CH:22]=[CH:23][C:18]=2[N:17]=[C:16]1[C:24]([N:5]1[CH2:6][C@@H:1]2[CH2:7][C@H:4]1[CH2:3][N:2]2[C:8]([O:10][C:11]([CH3:14])([CH3:13])[CH3:12])=[O:9])=[O:25].